Dataset: Catalyst prediction with 721,799 reactions and 888 catalyst types from USPTO. Task: Predict which catalyst facilitates the given reaction. (1) Reactant: C[O:2][C:3]([C:5]1[CH:10]=[CH:9][C:8]([C:11]2[CH:16]=[CH:15][C:14]([F:17])=[C:13]([F:18])[CH:12]=2)=[CH:7][CH:6]=1)=[O:4].[OH-].[Na+]. Product: [F:18][C:13]1[CH:12]=[C:11]([C:8]2[CH:9]=[CH:10][C:5]([C:3]([OH:4])=[O:2])=[CH:6][CH:7]=2)[CH:16]=[CH:15][C:14]=1[F:17]. The catalyst class is: 12. (2) Reactant: [CH3:1][N:2]1[C:6]2=[N:7][CH:8]=[CH:9][CH:10]=[C:5]2[N:4]=[C:3]1S(C)(=O)=O.[F:15][CH:16]([F:34])[N:17]1[C:25]2[C:20](=[N:21][CH:22]=[CH:23][CH:24]=2)[N:19]([C:26]2[CH:31]=[CH:30][C:29]([OH:32])=[CH:28][CH:27]=2)[C:18]1=[O:33].[H-].[Na+]. Product: [F:34][CH:16]([F:15])[N:17]1[C:25]2[C:20](=[N:21][CH:22]=[CH:23][CH:24]=2)[N:19]([C:26]2[CH:31]=[CH:30][C:29]([O:32][C:3]3[N:2]([CH3:1])[C:6]4=[N:7][CH:8]=[CH:9][CH:10]=[C:5]4[N:4]=3)=[CH:28][CH:27]=2)[C:18]1=[O:33]. The catalyst class is: 121. (3) Reactant: [F:1][C:2]1[C:3]([CH:14]=[N:15][OH:16])=[CH:4][C:5]2[C:9]([CH3:11])([CH3:10])[O:8][B:7]([OH:12])[C:6]=2[CH:13]=1.C1C(=O)N([Cl:24])C(=O)C1. Product: [F:1][C:2]1[C:3]([C:14]([Cl:24])=[N:15][OH:16])=[CH:4][C:5]2[C:9]([CH3:11])([CH3:10])[O:8][B:7]([OH:12])[C:6]=2[CH:13]=1. The catalyst class is: 3. (4) Reactant: [F:1][C:2]1[CH:7]=[CH:6][C:5]([C@H:8](CC=O)[CH2:9][N:10]([CH3:27])[C:11](=[O:26])[C:12]2[CH:17]=[C:16]([C:18]([F:21])([F:20])[F:19])[CH:15]=[C:14]([C:22]([F:25])([F:24])[F:23])[CH:13]=2)=[CH:4][CH:3]=1.[C:31]([OH:34])(=O)[CH3:32].[C:35](O)(=O)[CH3:36].N1CC(N2CCC(O)CC2)C1.CC(CC(O)=O)=O.[CH3:57][N:58]1[CH2:63][CH2:62][N:61]([CH:64](C2C=CC=CC=2)C2C=CC=CC=2)[CH2:60][CH2:59]1.Cl.CCN(C(C)C)C(C)C.C(O[BH-](OC(=O)C)OC(=O)C)(=O)C.[Na+]. Product: [F:1][C:2]1[CH:3]=[CH:4][C:5]([C@H:8]([CH2:63][CH2:62][N:61]2[CH2:60][CH:59]([N:58]3[CH2:57][CH2:32][CH:31]([OH:34])[CH2:36][CH2:35]3)[CH2:64]2)[CH2:9][N:10]([CH3:27])[C:11](=[O:26])[C:12]2[CH:17]=[C:16]([C:18]([F:20])([F:19])[F:21])[CH:15]=[C:14]([C:22]([F:23])([F:25])[F:24])[CH:13]=2)=[CH:6][CH:7]=1. The catalyst class is: 2. (5) Reactant: [CH2:1]([C:8]1[N:12]=[C:11]([CH:13]=[CH:14][C:15]2[CH:20]=[CH:19][C:18]([O:21][Si](C(C)(C)C)(C)C)=[C:17]([O:29][Si](C(C)(C)C)(C)C)[CH:16]=2)[O:10][N:9]=1)[C:2]1[CH:7]=[CH:6][CH:5]=[CH:4][CH:3]=1.CCCC[N+](CCCC)(CCCC)CCCC.[F-]. Product: [CH2:1]([C:8]1[N:12]=[C:11]([CH:13]=[CH:14][C:15]2[CH:16]=[C:17]([OH:29])[C:18]([OH:21])=[CH:19][CH:20]=2)[O:10][N:9]=1)[C:2]1[CH:7]=[CH:6][CH:5]=[CH:4][CH:3]=1. The catalyst class is: 1. (6) Reactant: Cl[C:2]1[CH:7]=[CH:6][N+:5]([O-:8])=[C:4]([CH3:9])[C:3]=1[CH3:10].[OH-].[Na+].[CH2:13]([OH:18])[CH2:14][CH2:15][CH2:16][CH3:17].C1(C)C=CC=CC=1. Product: [CH2:13]([O:18][C:2]1[CH:7]=[CH:6][N+:5]([O-:8])=[C:4]([CH3:9])[C:3]=1[CH3:10])[CH2:14][CH2:15][CH2:16][CH3:17]. The catalyst class is: 6. (7) Reactant: [O:1]=[S:2]1(=[O:39])[C:8]2[CH:9]=[CH:10][CH:11]=[CH:12][C:7]=2[CH2:6][N:5]([C:13]2[CH:22]=[C:21]([C:23]([CH:25]3[CH2:30][CH2:29][N:28](C(OC(C)(C)C)=O)[CH2:27][CH2:26]3)=[O:24])[C:20]3[C:15](=[CH:16][CH:17]=[C:18]([CH3:38])[CH:19]=3)[N:14]=2)[CH2:4][CH2:3]1.FC(F)(F)C(O)=O. Product: [O:39]=[S:2]1(=[O:1])[C:8]2[CH:9]=[CH:10][CH:11]=[CH:12][C:7]=2[CH2:6][N:5]([C:13]2[CH:22]=[C:21]([C:23]([CH:25]3[CH2:30][CH2:29][NH:28][CH2:27][CH2:26]3)=[O:24])[C:20]3[C:15](=[CH:16][CH:17]=[C:18]([CH3:38])[CH:19]=3)[N:14]=2)[CH2:4][CH2:3]1. The catalyst class is: 4.